This data is from Forward reaction prediction with 1.9M reactions from USPTO patents (1976-2016). The task is: Predict the product of the given reaction. (1) Given the reactants [CH3:1][C:2]1[N:7]=[C:6]([CH2:8][OH:9])[CH:5]=[CH:4][CH:3]=1.[H-].[Na+].Cl[C:13]1[CH:22]=[C:21]([C:23]2[CH:24]=[N:25][CH:26]=[CH:27][CH:28]=2)[C:20]2[CH2:19][CH2:18][CH2:17][CH2:16][C:15]=2[N:14]=1.O, predict the reaction product. The product is: [CH3:1][C:2]1[N:7]=[C:6]([CH2:8][O:9][C:13]2[CH:22]=[C:21]([C:23]3[CH:24]=[N:25][CH:26]=[CH:27][CH:28]=3)[C:20]3[CH2:19][CH2:18][CH2:17][CH2:16][C:15]=3[N:14]=2)[CH:5]=[CH:4][CH:3]=1. (2) Given the reactants [C:1]([O:5][C:6]([N:8]1[CH:13]2[CH2:14][CH2:15][CH:9]1[CH2:10][C:11](=O)[CH2:12]2)=[O:7])([CH3:4])([CH3:3])[CH3:2].COCCOC.CC1C=CC(S([CH2:33][N+:34]#[C-])(=O)=O)=CC=1.CC(C)([O-])C.[K+], predict the reaction product. The product is: [C:1]([O:5][C:6]([N:8]1[CH:13]2[CH2:14][CH2:15][CH:9]1[CH2:10][CH:11]([C:33]#[N:34])[CH2:12]2)=[O:7])([CH3:4])([CH3:3])[CH3:2].